This data is from Reaction yield outcomes from USPTO patents with 853,638 reactions. The task is: Predict the reaction yield, written as a fraction of the theoretical maximum amount of product (1.0 means a 100% yield; for example, 0.34 means a 34% yield). (1) The reactants are Br[C:2]1[C:3]([F:28])=[C:4]([N:8]2[CH:13]=[C:12]([O:14][CH3:15])[C:11](=[O:16])[C:10]([C:17]3[N:21]([C:22]4[CH:27]=[CH:26][CH:25]=[CH:24][CH:23]=4)[N:20]=[CH:19][CH:18]=3)=[N:9]2)[CH:5]=[CH:6][CH:7]=1.[NH:29]1[CH2:34][CH2:33][O:32][CH2:31][CH2:30]1.CC([O-])(C)C.[Na+].CC1(C)C2C(=C(P(C3C=CC=CC=3)C3C=CC=CC=3)C=CC=2)OC2C(P(C3C=CC=CC=3)C3C=CC=CC=3)=CC=CC1=2. The catalyst is O1CCOCC1.C([O-])(O)=O.[Na+].C1C=CC(/C=C/C(/C=C/C2C=CC=CC=2)=O)=CC=1.C1C=CC(/C=C/C(/C=C/C2C=CC=CC=2)=O)=CC=1.C1C=CC(/C=C/C(/C=C/C2C=CC=CC=2)=O)=CC=1.[Pd].[Pd]. The product is [F:28][C:3]1[C:2]([N:29]2[CH2:34][CH2:33][O:32][CH2:31][CH2:30]2)=[CH:7][CH:6]=[CH:5][C:4]=1[N:8]1[CH:13]=[C:12]([O:14][CH3:15])[C:11](=[O:16])[C:10]([C:17]2[N:21]([C:22]3[CH:27]=[CH:26][CH:25]=[CH:24][CH:23]=3)[N:20]=[CH:19][CH:18]=2)=[N:9]1. The yield is 0.590. (2) The reactants are [F:1][C:2]1[CH:3]=[C:4]([CH:20]=[CH:21][CH:22]=1)[CH2:5][CH:6]1[CH2:11][CH:10]([C:12]([O:14]C)=[O:13])[CH2:9][CH2:8][N:7]1[C:16]([O:18][CH3:19])=[O:17].[Br-].[Li+].C(N(CC)CC)C.CC(OC)(C)C. The catalyst is C(#N)C.O. The product is [F:1][C:2]1[CH:3]=[C:4]([CH:20]=[CH:21][CH:22]=1)[CH2:5][CH:6]1[CH2:11][CH:10]([C:12]([OH:14])=[O:13])[CH2:9][CH2:8][N:7]1[C:16]([O:18][CH3:19])=[O:17]. The yield is 0.810. (3) The reactants are [Cl:1][C:2]1[S:6][C:5]([S:7]([N:10]([S:22]([C:25]2[S:26][C:27]([Cl:30])=[CH:28][CH:29]=2)(=[O:24])=[O:23])[C:11]2[C:19]3[C:14](=[CH:15][CH:16]=[CH:17][C:18]=3[O:20][CH3:21])[NH:13][N:12]=2)(=[O:9])=[O:8])=[CH:4][CH:3]=1.[CH3:31][N:32]([CH3:44])[CH2:33][CH2:34][O:35][C:36]1[CH:37]=[C:38]([CH2:42]O)[CH:39]=[CH:40][CH:41]=1.C1(P(C2C=CC=CC=2)C2C=CC=CC=2)C=CC=CC=1.N(C(OC(C)(C)C)=O)=NC(OC(C)(C)C)=O. The catalyst is C1COCC1.C(Cl)Cl. The product is [Cl:30][C:27]1[S:26][C:25]([S:22]([N:10]([S:7]([C:5]2[S:6][C:2]([Cl:1])=[CH:3][CH:4]=2)(=[O:8])=[O:9])[C:11]2[C:19]3[C:14](=[CH:15][CH:16]=[CH:17][C:18]=3[O:20][CH3:21])[N:13]([CH2:42][C:38]3[CH:39]=[CH:40][CH:41]=[C:36]([O:35][CH2:34][CH2:33][N:32]([CH3:31])[CH3:44])[CH:37]=3)[N:12]=2)(=[O:23])=[O:24])=[CH:29][CH:28]=1. The yield is 0.700. (4) The reactants are Br[C:2]1[S:3][CH:4]=[CH:5][N:6]=1.[CH3:7][C:8]1[CH:9]=[C:10]([CH:12]=[C:13]([CH3:15])[CH:14]=1)[NH2:11].C1(C)C=CC(S(O)(=O)=O)=CC=1. The catalyst is C(O)(C)C.CCOC(C)=O. The product is [CH3:7][C:8]1[CH:9]=[C:10]([NH:11][C:2]2[S:3][CH:4]=[CH:5][N:6]=2)[CH:12]=[C:13]([CH3:15])[CH:14]=1. The yield is 0.270. (5) The yield is 0.940. The catalyst is C1COCC1. The reactants are [Br:1][C:2]1[CH:13]=[C:6]2[C:7]([O:9]C(=O)[NH:11][C:5]2=[CH:4][CH:3]=1)=O.[NH:14]1[CH2:19][CH2:18][O:17][CH2:16][CH2:15]1. The product is [NH2:11][C:5]1[CH:4]=[CH:3][C:2]([Br:1])=[CH:13][C:6]=1[C:7]([N:14]1[CH2:19][CH2:18][O:17][CH2:16][CH2:15]1)=[O:9]. (6) The reactants are [C:1]([CH:5]1[CH2:13][C:12]2[C:7](=[CH:8][CH:9]=[C:10]([NH:14][C:15]([C:17]3([C:20]4[CH:30]=[CH:29][C:23]5[O:24][C:25]([F:28])([F:27])[O:26][C:22]=5[CH:21]=4)[CH2:19][CH2:18]3)=[O:16])[CH:11]=2)[N:6]1[CH2:31][CH2:32]Cl)([CH3:4])([CH3:3])[CH3:2].[C-:34]#[N:35].[Na+].O. The catalyst is CCO. The product is [C:1]([CH:5]1[CH2:13][C:12]2[C:7](=[CH:8][CH:9]=[C:10]([NH:14][C:15]([C:17]3([C:20]4[CH:30]=[CH:29][C:23]5[O:24][C:25]([F:28])([F:27])[O:26][C:22]=5[CH:21]=4)[CH2:19][CH2:18]3)=[O:16])[CH:11]=2)[N:6]1[CH2:31][CH2:32][C:34]#[N:35])([CH3:4])([CH3:3])[CH3:2]. The yield is 0.480.